From a dataset of Forward reaction prediction with 1.9M reactions from USPTO patents (1976-2016). Predict the product of the given reaction. (1) Given the reactants [CH3:1][C@:2]12[CH2:19][CH2:18][C@H:17]3[C@@H:7]([CH2:8][CH2:9][C@:10]4([OH:21])[C@:15]3([CH3:16])[CH2:14][CH2:13][C@H:12]([OH:20])[CH2:11]4)[C@@H:6]1[CH2:5][CH2:4][C@@H:3]2[OH:22], predict the reaction product. The product is: [OH:21][C@:10]12[CH2:11][C:12](=[O:20])[CH2:13][CH2:14][C@:15]1([CH3:16])[C@@H:17]1[C@H:7]([C@H:6]3[C@@:2]([CH2:19][CH2:18]1)([CH3:1])[C:3](=[O:22])[CH2:4][CH2:5]3)[CH2:8][CH2:9]2. (2) Given the reactants [C:1]([Si:5]([CH3:19])([CH3:18])[O:6][CH2:7][CH2:8][O:9][C:10]1[CH:11]=[C:12]([CH:15]=[CH:16][CH:17]=1)[CH:13]=O)([CH3:4])([CH3:3])[CH3:2].[CH3:20][NH2:21], predict the reaction product. The product is: [C:1]([Si:5]([CH3:19])([CH3:18])[O:6][CH2:7][CH2:8][O:9][C:10]1[CH:11]=[C:12]([CH:15]=[CH:16][CH:17]=1)[CH:13]=[N:21][CH3:20])([CH3:4])([CH3:3])[CH3:2]. (3) Given the reactants [NH2:1][C:2]1[CH:11]=[C:10]2[C:5]([CH2:6][CH2:7][N:8]([C:12](=[O:17])[C:13]([F:16])([F:15])[F:14])[CH2:9]2)=[C:4]([C:18]2[S:19][C:20]3[CH:26]=[CH:25][CH:24]=[CH:23][C:21]=3[N:22]=2)[CH:3]=1.[C:27](OC(=O)C)(=[O:29])[CH3:28], predict the reaction product. The product is: [S:19]1[C:20]2[CH:26]=[CH:25][CH:24]=[CH:23][C:21]=2[N:22]=[C:18]1[C:4]1[CH:3]=[C:2]([NH:1][C:27](=[O:29])[CH3:28])[CH:11]=[C:10]2[C:5]=1[CH2:6][CH2:7][N:8]([C:12](=[O:17])[C:13]([F:16])([F:14])[F:15])[CH2:9]2.